This data is from Full USPTO retrosynthesis dataset with 1.9M reactions from patents (1976-2016). The task is: Predict the reactants needed to synthesize the given product. (1) Given the product [CH2:2]([C:2]1[N:7]=[C:6]([CH2:8][O:9][C:10]2[CH:11]=[C:12]([C@H:16]([CH:23]3[CH2:25][CH2:24]3)[CH2:17][C:18]([O:20][CH2:21][CH3:22])=[O:19])[CH:13]=[CH:14][CH:15]=2)[CH:5]=[N:4][C:3]=1[C:26]1[CH:31]=[C:30]([O:32][CH3:33])[CH:29]=[CH:28][C:27]=1[F:34])[CH2:3][CH2:26][CH3:27], predict the reactants needed to synthesize it. The reactants are: Cl[C:2]1[N:7]=[C:6]([CH2:8][O:9][C:10]2[CH:11]=[C:12]([C@H:16]([CH:23]3[CH2:25][CH2:24]3)[CH2:17][C:18]([O:20][CH2:21][CH3:22])=[O:19])[CH:13]=[CH:14][CH:15]=2)[CH:5]=[N:4][C:3]=1[C:26]1[CH:31]=[C:30]([O:32][CH3:33])[CH:29]=[CH:28][C:27]=1[F:34]. (2) Given the product [CH2:1]([O:3][C:4](=[O:5])[C:6]([O:8][C:9]1[CH:14]=[CH:13][C:12]([CH:15]([CH3:20])[CH2:16][C:17](=[O:19])[NH:32][C:31]2[C:26]([CH:23]3[CH2:24][CH2:25]3)=[N:27][C:28]([C:33]3[CH:34]=[CH:35][C:36]([C:39]([F:42])([F:41])[F:40])=[CH:37][CH:38]=3)=[N:29][CH:30]=2)=[CH:11][C:10]=1[CH3:21])([CH3:7])[CH3:22])[CH3:2], predict the reactants needed to synthesize it. The reactants are: [CH2:1]([O:3][C:4]([C:6]([CH3:22])([O:8][C:9]1[CH:14]=[CH:13][C:12]([CH:15]([CH3:20])[CH2:16][C:17]([OH:19])=O)=[CH:11][C:10]=1[CH3:21])[CH3:7])=[O:5])[CH3:2].[CH:23]1([C:26]2[C:31]([NH2:32])=[CH:30][N:29]=[C:28]([C:33]3[CH:38]=[CH:37][C:36]([C:39]([F:42])([F:41])[F:40])=[CH:35][CH:34]=3)[N:27]=2)[CH2:25][CH2:24]1.C1(C2C(C(O)=O)=CN=C(C3C=CC(C(F)(F)F)=CC=3)N=2)CC1. (3) Given the product [CH:1]1([CH2:6][N:7]2[CH2:13][CH2:12][C:11]3[S:14][C:15]([NH:17][C:27]4[N:28]=[CH:29][C:30]([F:33])=[CH:31][N:32]=4)=[N:16][C:10]=3[C:9]3=[CH:34][NH:35][N:36]=[C:8]23)[CH2:2][CH2:3][CH2:4][CH2:5]1, predict the reactants needed to synthesize it. The reactants are: [CH:1]1([CH2:6][N:7]2[CH2:13][CH2:12][C:11]3[S:14][C:15]([N:17]([C:27]4[N:32]=[CH:31][C:30]([F:33])=[CH:29][N:28]=4)CC4C=CC(OC)=CC=4)=[N:16][C:10]=3[C:9]3=[CH:34][N:35](CC4C=CC(OC)=CC=4)[N:36]=[C:8]23)[CH2:5][CH2:4][CH2:3][CH2:2]1. (4) The reactants are: Br[C:2]1[S:6][C:5]([CH:7]=[C:8]([C:11]#[N:12])[C:9]#[N:10])=[CH:4][CH:3]=1.C([Sn](CCCC)(CCCC)[C:18]1[S:19][CH:20]=[CH:21][CH:22]=1)CCC. Given the product [S:6]1[C:5]([CH:7]=[C:8]([C:11]#[N:12])[C:9]#[N:10])=[CH:4][CH:3]=[C:2]1[C:18]1[S:19][CH:20]=[CH:21][CH:22]=1, predict the reactants needed to synthesize it. (5) Given the product [NH:19]1[CH2:23][CH2:22][C@H:21](/[CH:24]=[CH:25]/[C:26]2[CH:27]=[N:28][CH:29]=[C:30]([O:32][CH:33]3[CH2:38][CH2:37][O:36][CH2:35][CH2:34]3)[CH:31]=2)[CH2:20]1, predict the reactants needed to synthesize it. The reactants are: C(O)(=O)[C@H](CC(O)=O)O.C(O)(=O)[C@H](CC(O)=O)O.[NH:19]1[CH2:23][CH2:22][C@H:21](/[CH:24]=[CH:25]/[C:26]2[CH:27]=[N:28][CH:29]=[C:30]([O:32][CH:33]3[CH2:38][CH2:37][O:36][CH2:35][CH2:34]3)[CH:31]=2)[CH2:20]1. (6) Given the product [CH:5]1[C:6]([C:7]2[C:16](=[O:17])[C:15]3[C:14]([OH:18])=[CH:13][C:12]([OH:19])=[CH:11][C:10]=3[O:9][CH:8]=2)=[CH:1][CH:2]=[C:3]([OH:20])[CH:4]=1.[CH2:87]([OH:88])[C@H:57]1[O:58][C@@H:59]2[O:64][C@H:65]3[C@H:70]([OH:71])[C@@H:69]([OH:72])[C@@H:68]([O:73][C@H:74]4[C@H:80]([OH:81])[C@@H:79]([OH:82])[C@@H:77]([O:78][C@H:23]5[C@H:24]([OH:96])[C@@H:25]([OH:95])[C@@H:26]([O:28][C@H:29]6[C@H:34]([OH:35])[C@@H:33]([OH:36])[C@@H:32]([O:37][C@H:38]7[C@H:43]([OH:44])[C@@H:42]([OH:45])[C@@H:41]([O:46][C@H:47]8[C@H:52]([OH:53])[C@@H:51]([OH:54])[C@@H:50]([O:55][C@H:56]1[C@H:61]([OH:62])[C@H:60]2[OH:63])[O:49][C@@H:48]8[CH2:89][OH:90])[O:40][C@@H:39]7[CH2:91][OH:92])[O:31][C@@H:30]6[CH2:93][OH:94])[O:27][C@@H:22]5[CH2:21][OH:97])[O:76][C@@H:75]4[CH2:83][OH:84])[O:67][C@@H:66]3[CH2:85][OH:86].[NH2:98][C@H:99]([C:104]([OH:106])=[O:105])[CH2:100][CH2:101][S:102][CH3:103].[CH:5]1[C:6]([C:7]2[C:16](=[O:17])[C:15]3[C:14]([OH:18])=[CH:13][C:12]([OH:19])=[CH:11][C:10]=3[O:9][CH:8]=2)=[CH:1][CH:2]=[C:3]([OH:20])[CH:4]=1, predict the reactants needed to synthesize it. The reactants are: [CH:1]1[C:6]([C:7]2[C:16](=[O:17])[C:15]3[C:14]([OH:18])=[CH:13][C:12]([OH:19])=[CH:11][C:10]=3[O:9][CH:8]=2)=[CH:5][CH:4]=[C:3]([OH:20])[CH:2]=1.[CH2:21]([OH:97])[C@H:22]1[O:27][C@@H:26]2[O:28][C@H:29]3[C@H:34]([OH:35])[C@@H:33]([OH:36])[C@@H:32]([O:37][C@H:38]4[C@H:43]([OH:44])[C@@H:42]([OH:45])[C@@H:41]([O:46][C@H:47]5[C@H:52]([OH:53])[C@@H:51]([OH:54])[C@@H:50]([O:55][C@H:56]6[C@H:61]([OH:62])[C@@H:60]([OH:63])[C@@H:59]([O:64][C@H:65]7[C@H:70]([OH:71])[C@@H:69]([OH:72])[C@@H:68]([O:73][C@H:74]8[C@H:80]([OH:81])[C@@H:79]([OH:82])[C@@H:77]([O:78][C@H:23]1[C@H:24]([OH:96])[C@H:25]2[OH:95])[O:76][C@@H:75]8[CH2:83][OH:84])[O:67][C@@H:66]7[CH2:85][OH:86])[O:58][C@@H:57]6[CH2:87][OH:88])[O:49][C@@H:48]5[CH2:89][OH:90])[O:40][C@@H:39]4[CH2:91][OH:92])[O:31][C@@H:30]3[CH2:93][OH:94].[NH2:98][C@H:99]([C:104]([OH:106])=[O:105])[CH2:100][CH2:101][S:102][CH3:103].